Regression. Given a peptide amino acid sequence and an MHC pseudo amino acid sequence, predict their binding affinity value. This is MHC class I binding data. From a dataset of Peptide-MHC class I binding affinity with 185,985 pairs from IEDB/IMGT. (1) The peptide sequence is TAVAKCNEKH. The MHC is HLA-A03:01 with pseudo-sequence HLA-A03:01. The binding affinity (normalized) is 0. (2) The peptide sequence is ICYPGDFI. The MHC is H-2-Kb with pseudo-sequence H-2-Kb. The binding affinity (normalized) is 0.0735. (3) The peptide sequence is LYKTIVNIW. The MHC is HLA-B39:01 with pseudo-sequence HLA-B39:01. The binding affinity (normalized) is 0.0847. (4) The peptide sequence is SPAIFQYTM. The MHC is HLA-B07:02 with pseudo-sequence HLA-B07:02. The binding affinity (normalized) is 0.865. (5) The peptide sequence is GLPVEYLQVPS. The MHC is HLA-A24:02 with pseudo-sequence HLA-A24:02. The binding affinity (normalized) is 0.